Dataset: Experimentally validated miRNA-target interactions with 360,000+ pairs, plus equal number of negative samples. Task: Binary Classification. Given a miRNA mature sequence and a target amino acid sequence, predict their likelihood of interaction. The miRNA is hsa-miR-449b-5p with sequence AGGCAGUGUAUUGUUAGCUGGC. The protein sequence of the target gene is MAIRRCWPRVVPGPALGWLLLLLNVLAPGRASPRLLDFPAPVCAQEGLSCRVKNSTCLDDSWIHPKNLTPSSPKNIYINLSVSSTQHGELVPVLHVEWTLQTDASILYLEGAELSVLQLNTNERLCVKFQFLSMLQHHRKRWRFSFSHFVVDPGQEYEVTVHHLPKPIPDGDPNHKSKIIFVPDCEDSKMKMTTSCVSSGSLWDPNITVETLDTQHLRVDFTLWNESTPYQVLLESFSDSENHSCFDVVKQIFAPRQEEFHQRANVTFTLSKFHWCCHHHVQVQPFFSSCLNDCLRHAVT.... Result: 0 (no interaction).